This data is from Reaction yield outcomes from USPTO patents with 853,638 reactions. The task is: Predict the reaction yield, written as a fraction of the theoretical maximum amount of product (1.0 means a 100% yield; for example, 0.34 means a 34% yield). (1) The reactants are [CH2:1]([CH2:15][C:16]([NH:18][CH2:19][CH:20](O)[CH2:21][O:22][C:23]([C:36]1[CH:41]=[CH:40][CH:39]=[CH:38][CH:37]=1)([C:30]1[CH:35]=[CH:34][CH:33]=[CH:32][CH:31]=1)[C:24]1[CH:29]=[CH:28][CH:27]=[CH:26][CH:25]=1)=[S:17])[CH2:2][CH2:3][CH2:4][CH2:5][CH2:6][CH2:7][CH2:8][CH2:9][CH2:10][CH2:11][CH2:12][CH2:13][CH3:14].N1C=CN=C1.C1(P(C2C=CC=CC=2)C2C=CC=CC=2)C=CC=CC=1.[I:67]I.S(=O)(O)[O-].[Na+]. The catalyst is C1(C)C=CC=CC=1. The product is [I:67][CH:20]([CH2:19][NH:18][C:16](=[S:17])[CH2:15][CH2:1][CH2:2][CH2:3][CH2:4][CH2:5][CH2:6][CH2:7][CH2:8][CH2:9][CH2:10][CH2:11][CH2:12][CH2:13][CH3:14])[CH2:21][O:22][C:23]([C:36]1[CH:41]=[CH:40][CH:39]=[CH:38][CH:37]=1)([C:30]1[CH:35]=[CH:34][CH:33]=[CH:32][CH:31]=1)[C:24]1[CH:29]=[CH:28][CH:27]=[CH:26][CH:25]=1. The yield is 0.210. (2) The reactants are Cl.[Cl:2][C:3]1[C:8]([Cl:9])=[CH:7][CH:6]=[CH:5][C:4]=1[N:10]1[CH2:15][CH2:14][NH:13][CH2:12][CH2:11]1.C[O:17][C:18]1C=C[CH:21]=[CH:20][C:19]=1N1CCN(CCCCO)CC1. No catalyst specified. The product is [Cl:2][C:3]1[C:8]([Cl:9])=[CH:7][CH:6]=[CH:5][C:4]=1[N:10]1[CH2:15][CH2:14][N:13]([CH2:21][CH2:20][CH2:19][CH2:18][OH:17])[CH2:12][CH2:11]1. The yield is 0.810.